Dataset: Catalyst prediction with 721,799 reactions and 888 catalyst types from USPTO. Task: Predict which catalyst facilitates the given reaction. (1) Reactant: [CH:1]1([CH2:4][NH:5][C:6]2[N:11]([CH3:12])[C:10](=[O:13])[C:9]([C:14]3[CH:19]=[CH:18][C:17]([O:20][C:21]4[CH:26]=[CH:25][N:24]=[C:23]5[N:27](CC6C=CC(OC)=CC=6)[N:28]=[C:29]([CH3:30])[C:22]=45)=[C:16]([F:40])[CH:15]=3)=[CH:8][N:7]=2)[CH2:3][CH2:2]1. Product: [CH:1]1([CH2:4][NH:5][C:6]2[N:11]([CH3:12])[C:10](=[O:13])[C:9]([C:14]3[CH:19]=[CH:18][C:17]([O:20][C:21]4[CH:26]=[CH:25][N:24]=[C:23]5[NH:27][N:28]=[C:29]([CH3:30])[C:22]=45)=[C:16]([F:40])[CH:15]=3)=[CH:8][N:7]=2)[CH2:3][CH2:2]1. The catalyst class is: 67. (2) Reactant: C([Li])CCC.[C:6](#[N:8])[CH3:7].F[C:10]1[C:15]([I:16])=[CH:14][CH:13]=[CH:12][N:11]=1.CCOC(C)=O.CCCCCC. Product: [I:16][C:15]1[C:10]([CH2:7][C:6]#[N:8])=[N:11][CH:12]=[CH:13][CH:14]=1. The catalyst class is: 1. (3) The catalyst class is: 21. Product: [F:30][C:28]([F:29])([F:31])[C:25]1[CH:24]=[CH:23][C:22]([C:17]2[CH2:18][CH2:19][CH2:20][CH2:21][C:16]=2[C:14]([NH:13][C:10]2[CH:9]=[CH:8][C:7]([N:1]3[CH2:6][CH2:5][N:4]([CH2:33][C:34]([O:36][CH2:37][CH3:38])=[O:35])[CH2:3][CH2:2]3)=[CH:12][CH:11]=2)=[O:15])=[CH:27][CH:26]=1. Reactant: [N:1]1([C:7]2[CH:12]=[CH:11][C:10]([NH:13][C:14]([C:16]3[CH2:21][CH2:20][CH2:19][CH2:18][C:17]=3[C:22]3[CH:27]=[CH:26][C:25]([C:28]([F:31])([F:30])[F:29])=[CH:24][CH:23]=3)=[O:15])=[CH:9][CH:8]=2)[CH2:6][CH2:5][NH:4][CH2:3][CH2:2]1.Br[CH2:33][C:34]([O:36][CH2:37][CH3:38])=[O:35].C(=O)([O-])[O-].[K+].[K+]. (4) The catalyst class is: 110. Product: [F:29][C:30]1[C:31]([O:39][CH3:40])=[C:32]([CH:36]=[CH:37][CH:38]=1)[C:33]([NH:35]/[C:7](/[CH3:26])=[C:8](/[C:20]1[CH:21]=[CH:22][CH:23]=[CH:24][CH:25]=1)\[C:9](=[O:19])[NH:10][CH2:11][CH2:12][C:13]1[CH:14]=[CH:15][CH:16]=[CH:17][CH:18]=1)=[O:34]. Reactant: FC(F)(F)S(O/[C:7](/[CH3:26])=[C:8](/[C:20]1[CH:25]=[CH:24][CH:23]=[CH:22][CH:21]=1)\[C:9](=[O:19])[NH:10][CH2:11][CH2:12][C:13]1[CH:18]=[CH:17][CH:16]=[CH:15][CH:14]=1)(=O)=O.[F:29][C:30]1[C:31]([OH:39])=[C:32]([CH:36]=[CH:37][CH:38]=1)[C:33]([NH2:35])=[O:34].[C:40](=O)([O-])[O-].[Cs+].[Cs+]. (5) Reactant: [CH2:1]([C:11]1[CH:12]=[N:13][C:14]([C:17]2[CH:22]=[CH:21][C:20](O)=[CH:19][CH:18]=2)=[N:15][CH:16]=1)[CH2:2][CH2:3][CH2:4][CH2:5][CH2:6][CH2:7][CH2:8][CH2:9][CH3:10].[C:24]([O-:27])([O-])=O.[Cs+].[Cs+].CCO[CH2:33][CH3:34]. Product: [CH2:1]([C:11]1[CH:12]=[N:13][C:14]([C:17]2[CH:22]=[CH:21][C:20]([O:27][CH2:24][CH2:11][CH2:1][CH2:2][CH2:3][CH:33]=[CH2:34])=[CH:19][CH:18]=2)=[N:15][CH:16]=1)[CH2:2][CH2:3][CH2:4][CH2:5][CH2:6][CH2:7][CH2:8][CH2:9][CH3:10].[CH2:1]([C:11]1[CH:12]=[N:13][C:14]([C:17]2[CH:22]=[CH:21][C:20]([O:27][CH2:24][CH2:3][CH2:2][CH2:1][CH2:11][CH2:16][CH:33]=[CH2:34])=[CH:19][CH:18]=2)=[N:15][CH:16]=1)[CH2:2][CH2:3][CH2:4][CH2:5][CH2:6][CH2:7][CH2:8][CH2:9][CH3:10]. The catalyst class is: 9.